Dataset: Full USPTO retrosynthesis dataset with 1.9M reactions from patents (1976-2016). Task: Predict the reactants needed to synthesize the given product. (1) Given the product [C:18]([N:7]1[CH:2]([CH3:1])[CH2:3][C:4](=[O:11])[C:5]2[S:10][CH:9]=[CH:8][C:6]1=2)(=[O:20])[CH3:19], predict the reactants needed to synthesize it. The reactants are: [CH3:1][CH:2]1[NH:7][C:6]2[CH:8]=[CH:9][S:10][C:5]=2[C:4](=[O:11])[CH2:3]1.N1C=CC=CC=1.[C:18](Cl)(=[O:20])[CH3:19].C(O)C. (2) Given the product [C:1]([O:5][C:6]([N:8]1[CH2:11][CH:10]([O:12][C:13]2[CH:18]=[C:17]([C:24]3[CH:25]=[CH:26][CH:27]=[CH:28][C:23]=3[CH3:22])[CH:16]=[CH:15][C:14]=2[CH:20]=[O:21])[CH2:9]1)=[O:7])([CH3:4])([CH3:3])[CH3:2], predict the reactants needed to synthesize it. The reactants are: [C:1]([O:5][C:6]([N:8]1[CH2:11][CH:10]([O:12][C:13]2[CH:18]=[C:17](Br)[CH:16]=[CH:15][C:14]=2[CH:20]=[O:21])[CH2:9]1)=[O:7])([CH3:4])([CH3:3])[CH3:2].[CH3:22][C:23]1[CH:28]=[CH:27][CH:26]=[CH:25][C:24]=1B(O)O.[O-]P([O-])([O-])=O.[K+].[K+].[K+].C1(C)C=CC=CC=1. (3) Given the product [F:27][C:28]([F:33])([F:32])[C:29]([OH:31])=[O:30].[Cl:1][C:2]1[CH:24]=[CH:23][C:5]([C:6]([NH:8][CH2:9][CH:10]2[CH2:11][CH2:12][NH:13][CH2:14][CH2:15]2)=[O:7])=[CH:4][C:3]=1[O:25][CH3:26], predict the reactants needed to synthesize it. The reactants are: [Cl:1][C:2]1[CH:24]=[CH:23][C:5]([C:6]([NH:8][CH2:9][CH:10]2[CH2:15][CH2:14][N:13](C(OC(C)(C)C)=O)[CH2:12][CH2:11]2)=[O:7])=[CH:4][C:3]=1[O:25][CH3:26].[F:27][C:28]([F:33])([F:32])[C:29]([OH:31])=[O:30]. (4) Given the product [Br:11][CH2:12][CH2:13][C:14]1([CH2:15][CH2:16][Br:17])[O:3][CH2:1][CH2:2][O:18]1, predict the reactants needed to synthesize it. The reactants are: [CH2:1]([O:3]C(OCC)OCC)[CH3:2].[Br:11][CH2:12][CH2:13][C:14](=[O:18])[CH2:15][CH2:16][Br:17].C1(C)C=CC(S([O-])(=O)=O)=CC=1.[OH-].[K+]. (5) Given the product [CH2:33]([O:32][CH:5]([CH2:6][C:7]1[CH:12]=[CH:11][C:10]([O:13][CH2:14][C:15]2[N:16]=[C:17]([C:21]3[CH:26]=[CH:25][CH:24]=[CH:23][C:22]=3[C:27]([F:28])([F:29])[F:30])[O:18][C:19]=2[CH3:20])=[CH:9][C:8]=1[CH3:31])[C:4]([OH:35])=[O:3])[CH3:34], predict the reactants needed to synthesize it. The reactants are: C([O:3][C:4](=[O:35])[CH:5]([O:32][CH2:33][CH3:34])[CH2:6][C:7]1[CH:12]=[CH:11][C:10]([O:13][CH2:14][C:15]2[N:16]=[C:17]([C:21]3[CH:26]=[CH:25][CH:24]=[CH:23][C:22]=3[C:27]([F:30])([F:29])[F:28])[O:18][C:19]=2[CH3:20])=[CH:9][C:8]=1[CH3:31])C.[Li+].[OH-]. (6) Given the product [CH:1]1([C:6]2[CH:7]=[C:8]([NH:18][C:25]([C:23]3[CH:24]=[N:19][CH:20]=[N:21][CH:22]=3)=[O:26])[CH:9]=[N:10][C:11]=2[O:12][CH2:13][C:14]([F:15])([F:16])[F:17])[CH2:2][CH2:3][CH2:4][CH2:5]1, predict the reactants needed to synthesize it. The reactants are: [CH:1]1([C:6]2[CH:7]=[C:8]([NH2:18])[CH:9]=[N:10][C:11]=2[O:12][CH2:13][C:14]([F:17])([F:16])[F:15])[CH2:5][CH2:4][CH2:3][CH2:2]1.[N:19]1[CH:24]=[C:23]([C:25](O)=[O:26])[CH:22]=[N:21][CH:20]=1. (7) Given the product [Cl:1][C:2]1[CH:3]=[C:4]2[C:10]([C:11]3[N:16]=[C:15]([NH:17][C@H:18]4[CH2:23][CH2:22][CH2:21][C@@H:20]([N:24]5[C:76](=[O:77])[NH:75][C:74](=[O:73])[O:25]5)[CH2:19]4)[C:14]([F:26])=[CH:13][N:12]=3)=[CH:9][NH:8][C:5]2=[N:6][CH:7]=1, predict the reactants needed to synthesize it. The reactants are: [Cl:1][C:2]1[CH:3]=[C:4]2[C:10]([C:11]3[N:16]=[C:15]([NH:17][C@H:18]4[CH2:23][CH2:22][CH2:21][C@@H:20]([NH:24][OH:25])[CH2:19]4)[C:14]([F:26])=[CH:13][N:12]=3)=[CH:9][N:8](S(C3C=CC(C)=CC=3)(=O)=O)[C:5]2=[N:6][CH:7]=1.ClC1C=C2C(C3N=C(N[C@H]4CCC[C@H](NO)C4)C(F)=CN=3)=CN(S(C3C=CC(C)=CC=3)(=O)=O)C2=NC=1.[O:73]=[C:74]=[N:75][C:76](Cl)=[O:77].C[O-].[Na+]. (8) Given the product [OH:17][C:15]1[C:16]2[N:8]([C:5]3[CH:6]=[CH:7][C:2]([C:29]4[CH:30]=[CH:31][CH:32]=[CH:33][C:28]=4[OH:27])=[CH:3][CH:4]=3)[CH:9]=[CH:10][C:11]=2[NH:12][C:13](=[O:26])[C:14]=1[C:18]1[CH:25]=[CH:24][C:21]([C:22]#[N:23])=[CH:20][CH:19]=1, predict the reactants needed to synthesize it. The reactants are: Br[C:2]1[CH:7]=[CH:6][C:5]([N:8]2[C:16]3[C:15]([OH:17])=[C:14]([C:18]4[CH:25]=[CH:24][C:21]([C:22]#[N:23])=[CH:20][CH:19]=4)[C:13](=[O:26])[NH:12][C:11]=3[CH:10]=[CH:9]2)=[CH:4][CH:3]=1.[OH:27][C:28]1[CH:33]=[CH:32][CH:31]=[CH:30][C:29]=1B(O)O.C([O-])([O-])=O.[Cs+].[Cs+]. (9) Given the product [CH2:15]([O:14][C:12](=[O:13])[C:3]#[C:2][CH2:1][S:4][C:5]1[CH:10]=[CH:9][CH:8]=[CH:7][CH:6]=1)[CH3:16], predict the reactants needed to synthesize it. The reactants are: [CH2:1]([S:4][C:5]1[CH:10]=[CH:9][CH:8]=[CH:7][CH:6]=1)[C:2]#[CH:3].Cl[C:12]([O:14][CH2:15][CH3:16])=[O:13].